This data is from Forward reaction prediction with 1.9M reactions from USPTO patents (1976-2016). The task is: Predict the product of the given reaction. (1) Given the reactants [C:1]1([C@H:7]([NH2:9])[CH3:8])[CH:6]=[CH:5][CH:4]=[CH:3][CH:2]=1.C([N:12]([CH2:15]C)CC)C.[OH2:17].N, predict the reaction product. The product is: [C:1]1([C@H:7]([NH:9][C:15]([NH2:12])=[O:17])[CH3:8])[CH:6]=[CH:5][CH:4]=[CH:3][CH:2]=1. (2) Given the reactants [C:1]1(C)C=CC=CC=1.[CH3:8][C:9]1[CH:18]=[CH:17][C:16]2[C:11](=[CH:12][CH:13]=[CH:14][C:15]=2[N:19]2[CH2:24][CH2:23][N:22]([CH2:25][C:26]([C:28]3[CH:29]=[CH:30][C:31]4[O:36][CH2:35][C:34](=[O:37])[NH:33][C:32]=4[CH:38]=3)=O)[CH2:21][CH2:20]2)[N:10]=1, predict the reaction product. The product is: [CH3:8][C:9]1[CH:18]=[CH:17][C:16]2[C:11](=[CH:12][CH:13]=[CH:14][C:15]=2[N:19]2[CH2:20][CH2:21][N:22]([CH2:25][C:26]([C:28]3[CH:29]=[CH:30][C:31]4[O:36][CH2:35][C:34](=[O:37])[NH:33][C:32]=4[CH:38]=3)=[CH2:1])[CH2:23][CH2:24]2)[N:10]=1. (3) Given the reactants [O:1]=[C:2]1[CH:11]=[CH:10][C:9]2[C:4](=[CH:5][CH:6]=[C:7]([C:12]([F:15])([F:14])[F:13])[CH:8]=2)[N:3]1[CH2:16][C:17](O)=[O:18].[NH2:20][C:21]1[S:25][CH:24]=[C:23]([C:26]#[N:27])[C:22]=1[N:28]1[N:32]=[CH:31][CH:30]=[N:29]1, predict the reaction product. The product is: [C:26]([C:23]1[C:22]([N:28]2[N:32]=[CH:31][CH:30]=[N:29]2)=[C:21]([NH:20][C:17](=[O:18])[CH2:16][N:3]2[C:4]3[C:9](=[CH:8][C:7]([C:12]([F:15])([F:14])[F:13])=[CH:6][CH:5]=3)[CH:10]=[CH:11][C:2]2=[O:1])[S:25][CH:24]=1)#[N:27]. (4) The product is: [Br:1][C:2]1[N:6]([S:7]([C:10]2[CH:15]=[CH:14][CH:13]=[CH:12][CH:11]=2)(=[O:9])=[O:8])[CH:5]=[C:4]([CH2:16][NH:22][CH3:21])[CH:3]=1. Given the reactants [Br:1][C:2]1[N:6]([S:7]([C:10]2[CH:15]=[CH:14][CH:13]=[CH:12][CH:11]=2)(=[O:9])=[O:8])[CH:5]=[C:4]([CH:16]=O)[CH:3]=1.[Cl-].C[NH3+].[C:21]([BH3-])#[N:22].[Na+], predict the reaction product. (5) Given the reactants C(OC([N:8]1[CH2:13][CH2:12][N:11]([C:14]2[CH:19]=[C:18]([O:20][CH3:21])[N:17]=[CH:16][N:15]=2)[CH2:10][CH2:9]1)=O)(C)(C)C.[ClH:22], predict the reaction product. The product is: [ClH:22].[CH3:21][O:20][C:18]1[CH:19]=[C:14]([N:11]2[CH2:10][CH2:9][NH:8][CH2:13][CH2:12]2)[N:15]=[CH:16][N:17]=1. (6) Given the reactants [CH3:1][C:2]1[S:6][C:5]([C:7]2[CH:12]=[CH:11][CH:10]=[CH:9][CH:8]=2)=[N:4][C:3]=1[CH2:13][O:14][C:15]1[CH:19]=[C:18]([CH2:20][O:21][C:22]2[C:27]([CH2:28][C:29]#N)=[CH:26][CH:25]=[CH:24][N:23]=2)[O:17][N:16]=1.C(O)C.[OH-:34].[Na+].Cl.[OH2:37], predict the reaction product. The product is: [CH3:1][C:2]1[S:6][C:5]([C:7]2[CH:12]=[CH:11][CH:10]=[CH:9][CH:8]=2)=[N:4][C:3]=1[CH2:13][O:14][C:15]1[CH:19]=[C:18]([CH2:20][O:21][C:22]2[C:27]([CH2:28][C:29]([OH:37])=[O:34])=[CH:26][CH:25]=[CH:24][N:23]=2)[O:17][N:16]=1.